From a dataset of Forward reaction prediction with 1.9M reactions from USPTO patents (1976-2016). Predict the product of the given reaction. (1) Given the reactants [CH2:1]([C:4]1[C:13]([OH:14])=[C:12]([N+:15]([O-:17])=[O:16])[CH:11]=[CH:10][C:5]=1[C:6]([O:8][CH3:9])=[O:7])[CH:2]=[CH2:3].C1(C)C=CC(S(O)(=O)=O)=CC=1.C(=O)(O)[O-].[Na+], predict the reaction product. The product is: [CH3:3][CH:2]1[CH2:1][C:4]2=[C:5]([C:6]([O:8][CH3:9])=[O:7])[CH:10]=[CH:11][C:12]([N+:15]([O-:17])=[O:16])=[C:13]2[O:14]1. (2) Given the reactants [C:1]1([N:7]2[C:11]([C:12](OCC)=[O:13])=[CH:10][N:9]=[CH:8]2)[CH:6]=[CH:5][CH:4]=[CH:3][CH:2]=1.[H-].[Al+3].[Li+].[H-].[H-].[H-], predict the reaction product. The product is: [C:1]1([N:7]2[C:11]([CH2:12][OH:13])=[CH:10][N:9]=[CH:8]2)[CH:2]=[CH:3][CH:4]=[CH:5][CH:6]=1.